From a dataset of Forward reaction prediction with 1.9M reactions from USPTO patents (1976-2016). Predict the product of the given reaction. (1) Given the reactants [F:1][C:2]1[CH:3]=[C:4]([NH2:24])[CH:5]=[CH:6][C:7]=1[O:8][C:9]1[CH:14]=[CH:13][N:12]=[C:11]2[CH:15]=[C:16]([C:18]3[N:19]=[CH:20][N:21]([CH3:23])[CH:22]=3)[S:17][C:10]=12.FC1C=C(NC(NC(=O)CC2C=CC=CC=2)=S)C=CC=1OC1C=CN=C2C=C(C3C=CC(S(C)(=O)=O)=CC=3)SC=12.[CH3:65][O:66][C:67]1[CH:72]=[CH:71][CH:70]=[CH:69][C:68]=1[CH2:73][C:74]([N:76]=[C:77]=[S:78])=[O:75], predict the reaction product. The product is: [F:1][C:2]1[CH:3]=[C:4]([NH:24][C:77]([NH:76][C:74](=[O:75])[CH2:73][C:68]2[CH:69]=[CH:70][CH:71]=[CH:72][C:67]=2[O:66][CH3:65])=[S:78])[CH:5]=[CH:6][C:7]=1[O:8][C:9]1[CH:14]=[CH:13][N:12]=[C:11]2[CH:15]=[C:16]([C:18]3[N:19]=[CH:20][N:21]([CH3:23])[CH:22]=3)[S:17][C:10]=12. (2) Given the reactants C(O)(=O)C.[NH2:5][C:6]1[CH:11]=[CH:10][C:9]([Cl:12])=[CH:8][C:7]=1[C:13]1[CH:18]=[CH:17][N:16]([CH2:19][C:20]([O:22][C:23]([CH3:26])([CH3:25])[CH3:24])=[O:21])[C:15](=[O:27])[CH:14]=1.[CH:28](OC)(OC)OC.[N-:35]=[N+:36]=[N-:37].[Na+], predict the reaction product. The product is: [Cl:12][C:9]1[CH:10]=[CH:11][C:6]([N:5]2[CH:28]=[N:37][N:36]=[N:35]2)=[C:7]([C:13]2[CH:18]=[CH:17][N:16]([CH2:19][C:20]([O:22][C:23]([CH3:24])([CH3:26])[CH3:25])=[O:21])[C:15](=[O:27])[CH:14]=2)[CH:8]=1. (3) Given the reactants Cl.[NH2:2][CH2:3][C:4]1[CH:5]=[C:6]2[C:10](=[CH:11][CH:12]=1)[C:9](=[O:13])[N:8]([CH:14]1[CH2:19][CH2:18][C:17](=[O:20])[NH:16][C:15]1=[O:21])[C:7]2=[O:22].[CH3:23][C:24]1[CH:32]=[CH:31][C:27]([C:28](Cl)=[O:29])=[CH:26][CH:25]=1.CCN(C(C)C)C(C)C, predict the reaction product. The product is: [O:21]=[C:15]1[CH:14]([N:8]2[C:7](=[O:22])[C:6]3[C:10](=[CH:11][CH:12]=[C:4]([CH2:3][NH:2][C:28](=[O:29])[C:27]4[CH:31]=[CH:32][C:24]([CH3:23])=[CH:25][CH:26]=4)[CH:5]=3)[C:9]2=[O:13])[CH2:19][CH2:18][C:17](=[O:20])[NH:16]1. (4) Given the reactants [N:1]1([CH2:6][CH2:7][CH2:8][NH:9][C:10]([C:12]2[CH:21]=[CH:20][C:19]3[C:14](=[C:15](Br)[CH:16]=[N:17][CH:18]=3)[N:13]=2)=[O:11])[CH:5]=[CH:4][N:3]=[CH:2]1.[CH3:23][O:24][C:25]1[CH:26]=[C:27](B(O)O)[CH:28]=[CH:29][CH:30]=1.C(=O)([O-])[O-].[Cs+].[Cs+], predict the reaction product. The product is: [N:1]1([CH2:6][CH2:7][CH2:8][NH:9][C:10]([C:12]2[CH:21]=[CH:20][C:19]3[C:14](=[C:15]([C:29]4[CH:28]=[CH:27][CH:26]=[C:25]([O:24][CH3:23])[CH:30]=4)[CH:16]=[N:17][CH:18]=3)[N:13]=2)=[O:11])[CH:5]=[CH:4][N:3]=[CH:2]1.